This data is from Catalyst prediction with 721,799 reactions and 888 catalyst types from USPTO. The task is: Predict which catalyst facilitates the given reaction. (1) Reactant: [CH3:1][S:2]([N:5]1[CH2:10][CH2:9][C:8](=[O:11])[CH2:7][CH2:6]1)(=[O:4])=[O:3].CO[CH:14](OC)[N:15]([CH3:17])[CH3:16]. Product: [CH3:14][N:15]([CH:17]=[C:9]1[C:8](=[O:11])[CH2:7][CH2:6][N:5]([S:2]([CH3:1])(=[O:4])=[O:3])[CH2:10]1)[CH3:16]. The catalyst class is: 3. (2) Reactant: [CH2:1]([C:5]1[C:6]([CH2:11][OH:12])=[N:7][CH:8]=[CH:9][CH:10]=1)[CH:2]([CH3:4])[CH3:3]. Product: [CH2:1]([C:5]1[C:6]([CH:11]=[O:12])=[N:7][CH:8]=[CH:9][CH:10]=1)[CH:2]([CH3:4])[CH3:3]. The catalyst class is: 177. (3) Reactant: Cl.[CH3:2][O:3][C:4]1[CH:5]=[C:6]([CH:8]=[CH:9][C:10]=1[C:11]1[CH:16]=[C:15]([CH3:17])[N:14]=[N:13][CH:12]=1)[NH2:7].[C:18](N1C=CC=CC1=O)(N1C=CC=CC1=O)=[S:19]. Product: [N:7]([C:6]1[CH:8]=[CH:9][C:10]([C:11]2[CH:16]=[C:15]([CH3:17])[N:14]=[N:13][CH:12]=2)=[C:4]([O:3][CH3:2])[CH:5]=1)=[C:18]=[S:19]. The catalyst class is: 4.